From a dataset of Reaction yield outcomes from USPTO patents with 853,638 reactions. Predict the reaction yield, written as a fraction of the theoretical maximum amount of product (1.0 means a 100% yield; for example, 0.34 means a 34% yield). The reactants are [CH:1]([O:4][CH2:5][CH2:6][NH:7][S:8]([NH:11][C:12](=[O:38])[O:13][CH2:14][CH2:15][C:16]1[CH:21]=[CH:20][C:19]([O:22]COC)=[CH:18][C:17]=1[O:26][C:27]1[C:32]([Cl:33])=[CH:31][C:30]([C:34]([F:37])([F:36])[F:35])=[CH:29][N:28]=1)(=[O:10])=[O:9])([CH3:3])[CH3:2].Cl.CO.C(=O)([O-])O.[Na+]. No catalyst specified. The product is [CH:1]([O:4][CH2:5][CH2:6][NH:7][S:8]([NH:11][C:12](=[O:38])[O:13][CH2:14][CH2:15][C:16]1[CH:21]=[CH:20][C:19]([OH:22])=[CH:18][C:17]=1[O:26][C:27]1[C:32]([Cl:33])=[CH:31][C:30]([C:34]([F:35])([F:37])[F:36])=[CH:29][N:28]=1)(=[O:10])=[O:9])([CH3:3])[CH3:2]. The yield is 0.480.